From a dataset of HIV replication inhibition screening data with 41,000+ compounds from the AIDS Antiviral Screen. Binary Classification. Given a drug SMILES string, predict its activity (active/inactive) in a high-throughput screening assay against a specified biological target. The drug is COc1ccc(N2C(=O)C(=O)C3(CCCCC3)C2=O)c2ccccc12. The result is 0 (inactive).